From a dataset of Reaction yield outcomes from USPTO patents with 853,638 reactions. Predict the reaction yield, written as a fraction of the theoretical maximum amount of product (1.0 means a 100% yield; for example, 0.34 means a 34% yield). (1) The reactants are [Cl:1][CH2:2][C:3](OCC)(OCC)OCC.[CH3:13][O:14][C:15]1[CH:22]=[CH:21][C:18]([CH2:19][NH2:20])=[CH:17][CH:16]=1.[N-:23]=[N+:24]=[N-:25].[Na+].C([O-])(O)=O.[Na+].CCOC(C)=O. The catalyst is C(O)(=O)C. The product is [Cl:1][CH2:2][C:3]1[N:20]([CH2:19][C:18]2[CH:21]=[CH:22][C:15]([O:14][CH3:13])=[CH:16][CH:17]=2)[N:25]=[N:24][N:23]=1. The yield is 0.470. (2) The reactants are N[C@@](C1C=CC2C(=CC=C(O[C@H]3CC[C@H](C(C)(C)C)CC3)C=2C2C=CC(OC(F)(F)F)=CC=2)C=1)(C)CO.[C:38]([C@H:42]1[CH2:47][CH2:46][C@H:45]([O:48][C:49]2[C:50]([Cl:68])=[C:51]3[C:56](=[C:57]([Cl:60])[C:58]=2[Cl:59])[CH:55]=[C:54]([C@:61]2([CH3:67])[CH2:65][O:64]C(=O)[NH:62]2)[CH:53]=[CH:52]3)[CH2:44][CH2:43]1)([CH3:41])([CH3:40])[CH3:39]. No catalyst specified. The product is [NH2:62][C@@:61]([C:54]1[CH:53]=[CH:52][C:51]2[C:56](=[C:57]([Cl:60])[C:58]([Cl:59])=[C:49]([O:48][C@H:45]3[CH2:46][CH2:47][C@H:42]([C:38]([CH3:40])([CH3:39])[CH3:41])[CH2:43][CH2:44]3)[C:50]=2[Cl:68])[CH:55]=1)([CH3:67])[CH2:65][OH:64]. The yield is 0.370. (3) The reactants are Br[C:2]1[N:11]([CH2:12][O:13][CH2:14][CH2:15][Si:16]([CH3:19])([CH3:18])[CH3:17])[C:5]2[CH:6]=[N:7][NH:8][C:9](=[O:10])[C:4]=2[C:3]=1[Cl:20].BrC1N(COCC[Si](C)(C)C)C2C=NNC(=O)C=2C=1.[CH:40]1([O:44][C:45]2[CH:46]=[C:47](B3OC(C)(C)C(C)(C)O3)[CH:48]=[CH:49][C:50]=2[O:51][CH3:52])[CH2:43][CH2:42][CH2:41]1.C1(OC2C=C(B3OC(C)(C)C(C)(C)O3)C=CC=2OC(F)F)CC1. No catalyst specified. The product is [Cl:20][C:3]1[C:4]2[C:9](=[O:10])[NH:8][N:7]=[CH:6][C:5]=2[N:11]([CH2:12][O:13][CH2:14][CH2:15][Si:16]([CH3:19])([CH3:18])[CH3:17])[C:2]=1[C:47]1[CH:48]=[CH:49][C:50]([O:51][CH3:52])=[C:45]([O:44][CH:40]2[CH2:41][CH2:42][CH2:43]2)[CH:46]=1. The yield is 0.670. (4) The reactants are [CH3:1][C:2]1[C:6]([C:7]2[CH:16]=[C:15]3[C:10]([C:11](O)=[C:12]([N+:17]([O-:19])=[O:18])[CH:13]=[N:14]3)=[CH:9][CH:8]=2)=[C:5]([CH3:21])[O:4][N:3]=1.O=P(Cl)(Cl)[Cl:24]. No catalyst specified. The product is [Cl:24][C:11]1[C:10]2[C:15](=[CH:16][C:7]([C:6]3[C:2]([CH3:1])=[N:3][O:4][C:5]=3[CH3:21])=[CH:8][CH:9]=2)[N:14]=[CH:13][C:12]=1[N+:17]([O-:19])=[O:18]. The yield is 0.750. (5) The reactants are C[Al](C)C.[N:5]([Si](C)(C)C)=[N+:6]=[N-:7].[Si:12]([O:19][C:20]1[CH:25]=[CH:24][C:23]([C:26]2[N:30]([CH:31]3[CH2:36][CH2:35][CH2:34][CH2:33][CH2:32]3)[C:29]3[CH:37]=[CH:38][C:39]([C:41]#[N:42])=[CH:40][C:28]=3[N:27]=2)=[CH:22][CH:21]=1)([C:15]([CH3:18])([CH3:17])[CH3:16])([CH3:14])[CH3:13].Cl. The catalyst is C1(C)C=CC=CC=1.C(OCC)(=O)C. The product is [Si:12]([O:19][C:20]1[CH:21]=[CH:22][C:23]([C:26]2[N:30]([CH:31]3[CH2:32][CH2:33][CH2:34][CH2:35][CH2:36]3)[C:29]3[CH:37]=[CH:38][C:39]([C:41]4[NH:7][N:6]=[N:5][N:42]=4)=[CH:40][C:28]=3[N:27]=2)=[CH:24][CH:25]=1)([C:15]([CH3:18])([CH3:16])[CH3:17])([CH3:14])[CH3:13]. The yield is 0.870.